Dataset: Experimentally validated miRNA-target interactions with 360,000+ pairs, plus equal number of negative samples. Task: Binary Classification. Given a miRNA mature sequence and a target amino acid sequence, predict their likelihood of interaction. (1) The miRNA is cel-miR-270 with sequence GGCAUGAUGUAGCAGUGGAG. The protein sequence of the target gene is MADEEKLPPGWEKRMSRSSGRVYYFNHITNASQWERPSGGSTVGGSSKNGQGEPAKVRCSHLLVKHSQSRRPSSWRQEKITRSKEEALELINGYIQKIKSGEEDFESLASQFSDCSSAKARGDLGPFSRGQMQKPFEDASFALRTGEMSGPVFTDSGIHIILRTE. Result: 0 (no interaction). (2) The miRNA is hsa-miR-3911 with sequence UGUGUGGAUCCUGGAGGAGGCA. The protein sequence of the target gene is MTGIAAASFFSNTCRFGGCGLHFPTLADLIEHIEDNHIDTDPRVLEKQELQQPTYVALSYINRFMTDAARREQESLKKKIQPKLSLTLSSSVSRGNVSTPPRHSSGSLTPPVTPPITPSSSFRSSTPTGSEYDEEEVDYEESDSDESWTTESAISSEAILSSMCMNGGEEKPFACPVPGCKKRYKNVNGIKYHAKNGHRTQIRVRKPFKCRCGKSYKTAQGLRHHTINFHPPVSAEIIRKMQQ. Result: 0 (no interaction). (3) The miRNA is hsa-miR-591 with sequence AGACCAUGGGUUCUCAUUGU. The protein sequence of the target gene is MSLYPSLEDLKVDKVIQAQTAYSANPASQAFVLVDASAALPPDGNLYPKLYPELSQYMGLSLNEAEICESMPMVSGAPAQGQLVARPSSVNYMVAPVTGNDAGIRRAEIKQGIREVILCKDQDGKIGLRLKSIDNGIFVQLVQANSPASLVGLRFGDQVLQINGENCAGWSSDKAHKVLKQAFGEKITMTIRDRPFERTVTMHKDSSGHVGFIFKSGKITSIVKDSSAARNGLLTDHHICEINGQNVIGLKDAQIADILSTAGTVVTITIMPTFIFEHIIKRMAPSIMKSLMDHTIPEV. Result: 0 (no interaction). (4) The miRNA is hsa-miR-7106-5p with sequence UGGGAGGAGGGGAUCUUGGG. The protein sequence of the target gene is MSTAPSLSALRSSKHSGGGGGGGGGGGADPAWTSALSGNSSGPGPGSSPAGSTKPFVHAVPPSDPLRQANRLPIKVLKMLTARTGHILHPEYLQPLPSTPVSPIELDAKKSPLALLAQTCSQIGKPDPSPSSKLSSVASNGGGAGGAGGGAAGDKDTKSGPLKLSDIGVEDKSSFKPYSKPGSDKKEPGGGGGGGGGGGGGGGGVSSEKSGFRVPSATCQPFTPRTGSPSSSASACSPGGMLSSAGGAPEGKDDKKDTDVGGGGKGTGGASAEGGPTGLAHGRISCGGGINVDVNQHPDG.... Result: 1 (interaction).